Task: Predict the product of the given reaction.. Dataset: Forward reaction prediction with 1.9M reactions from USPTO patents (1976-2016) (1) Given the reactants N[C@@H:2]([C:8]([OH:10])=[O:9])[CH2:3][CH2:4][C:5]([OH:7])=[O:6].N([O-])=O.[Na+], predict the reaction product. The product is: [O:9]=[C:8]1[O:10][C@@H:4]([C:5]([OH:7])=[O:6])[CH2:3][CH2:2]1. (2) Given the reactants [O:1]1[CH2:6][CH2:5][N:4]([C:7]2[CH:13]=[CH:12][C:10]([NH2:11])=[CH:9][CH:8]=2)[CH2:3][CH2:2]1.[C:14](OC(=O)C)(=[O:16])[CH3:15], predict the reaction product. The product is: [N:4]1([C:7]2[CH:13]=[CH:12][C:10]([NH:11][C:14](=[O:16])[CH3:15])=[CH:9][CH:8]=2)[CH2:3][CH2:2][O:1][CH2:6][CH2:5]1.